From a dataset of Experimentally validated miRNA-target interactions with 360,000+ pairs, plus equal number of negative samples. Binary Classification. Given a miRNA mature sequence and a target amino acid sequence, predict their likelihood of interaction. The miRNA is hsa-miR-7851-3p with sequence UACCUGGGAGACUGAGGUUGGA. The protein sequence of the target gene is MDEQEALDSIMKDLVALQMSRRTRLSGYETMKNKDTGHPNRQSDVRIKFEHNGERRIIAFSRPVRYEDVEHKVTTVFGQPLDLHYMNNELSILLKNQDDLDKAIDILDRSSSMKSLRILLLSQDRNHTSSSPHSGVSRQVRIKPSQSAGDINTIYQAPEPRSRHLSVSSQNPGRSSPPPGYVPERQQHIARQGSYTSINSEGEFIPETSEQCMLDPLSSAENSLSGSCQSLDRSADSPSFRKSQMSRARSFPDNRKECSDRETQLYDKGVKGGTYPRRYHVSVHHKDYNDGRRTFPRIRR.... Result: 0 (no interaction).